This data is from Peptide-MHC class I binding affinity with 185,985 pairs from IEDB/IMGT. The task is: Regression. Given a peptide amino acid sequence and an MHC pseudo amino acid sequence, predict their binding affinity value. This is MHC class I binding data. (1) The peptide sequence is YPKIYKTYF. The MHC is HLA-B51:01 with pseudo-sequence HLA-B51:01. The binding affinity (normalized) is 0.146. (2) The peptide sequence is RRGPEQTQG. The MHC is HLA-B07:02 with pseudo-sequence HLA-B07:02. The binding affinity (normalized) is 0.0847. (3) The peptide sequence is DEADLDEILL. The binding affinity (normalized) is 0.0935. The MHC is HLA-B40:01 with pseudo-sequence HLA-B40:01.